The task is: Binary Classification. Given a drug SMILES string, predict its activity (active/inactive) in a high-throughput screening assay against a specified biological target.. This data is from HIV replication inhibition screening data with 41,000+ compounds from the AIDS Antiviral Screen. (1) The molecule is CC(=NNC(=S)N1CCCCCC1)c1ccccn1. The result is 0 (inactive). (2) The molecule is Cc1ccc(S(=O)(=O)OCC2OC(OC3(CO)OC(COS(=O)(=O)c4ccc(C)cc4)C(O)C3O)C(O)C(O)C2O)cc1. The result is 0 (inactive). (3) The drug is O=C(CC(C(=O)c1cccs1)c1ccsc1)c1ccc(Cl)cc1. The result is 0 (inactive). (4) The molecule is CCOC(=O)NC(=O)c1cn(CCSCCOC(=O)NCCCCCCNC(=O)OCCSCCn2cc(C(=O)NC(=O)OCC)c(=O)[nH]c2=O)c(=O)[nH]c1=O. The result is 0 (inactive). (5) The molecule is O=C(O)c1c2c(cc3c(=O)cc(-c4ccccc4)oc13)CCCC2. The result is 0 (inactive). (6) The drug is COc1ccc2c(c1)C(=O)C13CC(C(=O)N(C)C)C(OC(C)=O)(CCC21)C3. The result is 0 (inactive). (7) The molecule is COc1ccc(C2C3=C(CCCC3=O)N(c3ccccc3)C3=C2C(=O)CCC3)cc1. The result is 0 (inactive). (8) The molecule is O=C(Nc1ccc(Cl)c(Cl)c1)C(=O)C(C(=O)c1ccccc1F)C1OC(=O)c2ccccc21. The result is 0 (inactive). (9) The molecule is Oc1ccc(O)c([PH](c2ccccc2)(c2ccccc2)c2ccccc2)c1. The result is 0 (inactive).